Dataset: Catalyst prediction with 721,799 reactions and 888 catalyst types from USPTO. Task: Predict which catalyst facilitates the given reaction. (1) Product: [C:24]([O:23][C:21]([N:12]1[C:11]2[CH:13]=[CH:14][CH:15]=[CH:16][C:10]=2[N:9]=[C:8]1[C:6]1[CH:7]=[C:2]([Br:1])[CH:3]=[CH:4][C:5]=1[Cl:17])=[O:20])([CH3:27])([CH3:26])[CH3:25]. Reactant: [Br:1][C:2]1[CH:3]=[CH:4][C:5]([Cl:17])=[C:6]([C:8]2[NH:12][C:11]3[CH:13]=[CH:14][CH:15]=[CH:16][C:10]=3[N:9]=2)[CH:7]=1.[OH-].[Na+].[O:20](C(OC(C)(C)C)=O)[C:21]([O:23][C:24]([CH3:27])([CH3:26])[CH3:25])=O. The catalyst class is: 1. (2) Reactant: [Br:1][C:2]1[CH:8]=[CH:7][C:5]([NH2:6])=[C:4]([N:9]2[CH2:14][CH2:13][N:12]([CH2:15][CH2:16][C:17]([F:20])([F:19])[F:18])[CH2:11][CH2:10]2)[CH:3]=1.C(OC([NH:28][CH2:29][C:30]1[CH:38]=[CH:37][C:33]([C:34](O)=[O:35])=[C:32]([F:39])[C:31]=1[F:40])=O)(C)(C)C.CCN(C(C)C)C(C)C.CN(C(ON1N=NC2C=CC=NC1=2)=[N+](C)C)C.F[P-](F)(F)(F)(F)F.Cl. Product: [NH2:28][CH2:29][C:30]1[CH:38]=[CH:37][C:33]([C:34]([NH:6][C:5]2[CH:7]=[CH:8][C:2]([Br:1])=[CH:3][C:4]=2[N:9]2[CH2:14][CH2:13][N:12]([CH2:15][CH2:16][C:17]([F:19])([F:18])[F:20])[CH2:11][CH2:10]2)=[O:35])=[C:32]([F:39])[C:31]=1[F:40]. The catalyst class is: 618. (3) Reactant: [CH:1]1([C:7]2[C:16]3[O:15][CH:14]([CH:17]([CH3:19])[CH3:18])[C:13](=O)[NH:12][C:11]=3[CH:10]=[CH:9][CH:8]=2)[CH2:6][CH2:5][CH2:4][CH2:3][CH2:2]1.B.O1CCCC1.Cl.C(=O)([O-])O.[Na+]. Product: [CH:1]1([C:7]2[C:16]3[O:15][CH:14]([CH:17]([CH3:19])[CH3:18])[CH2:13][NH:12][C:11]=3[CH:10]=[CH:9][CH:8]=2)[CH2:2][CH2:3][CH2:4][CH2:5][CH2:6]1. The catalyst class is: 7. (4) Product: [Cl:1][C:2]1[CH:7]=[CH:6][C:5]([C:8]2[C:14]3[CH:15]=[C:16]([OH:19])[CH:17]=[CH:18][C:13]=3[N:12]3[C:21]([CH3:24])=[N:22][N:23]=[C:11]3[C@H:10]([CH2:25][C:26]([OH:28])=[O:27])[N:9]=2)=[CH:4][CH:3]=1. Reactant: [Cl:1][C:2]1[CH:7]=[CH:6][C:5]([C:8]2[C:14]3[CH:15]=[C:16]([O:19]C)[CH:17]=[CH:18][C:13]=3[N:12]3[C:21]([CH3:24])=[N:22][N:23]=[C:11]3[C@H:10]([CH2:25][C:26]([OH:28])=[O:27])[N:9]=2)=[CH:4][CH:3]=1.B(Br)(Br)Br. The catalyst class is: 2. (5) Reactant: Cl.N[C:3]1[C:4]([O:13][CH3:14])=[N:5][CH:6]=[C:7]([CH:12]=1)[C:8]([O:10][CH3:11])=[O:9].N([O-])=[O:16].[Na+].F[B-](F)(F)F.[Na+]. Product: [OH:16][C:3]1[C:4]([O:13][CH3:14])=[N:5][CH:6]=[C:7]([CH:12]=1)[C:8]([O:10][CH3:11])=[O:9]. The catalyst class is: 6.